Dataset: Forward reaction prediction with 1.9M reactions from USPTO patents (1976-2016). Task: Predict the product of the given reaction. (1) Given the reactants O=C1CCC(=O)N1[O:8][C:9]([C:11]1[C:15]([CH3:16])=[C:14](/[CH:17]=[C:18]2\[C:19](=[O:39])[NH:20][C:21]3[C:26]\2=[CH:25][C:24]([S:27]([CH2:30][C:31]2[CH:36]=[C:35]([Cl:37])[CH:34]=[CH:33][C:32]=2[Cl:38])(=[O:29])=[O:28])=[CH:23][CH:22]=3)[NH:13][C:12]=1[CH3:40])=O.[NH:41]1[CH2:46][CH2:45][CH:44]([OH:47])[CH2:43][CH2:42]1, predict the reaction product. The product is: [Cl:38][C:32]1[CH:33]=[CH:34][C:35]([Cl:37])=[CH:36][C:31]=1[CH2:30][S:27]([C:24]1[CH:25]=[C:26]2[C:21](=[CH:22][CH:23]=1)[NH:20][C:19](=[O:39])/[C:18]/2=[CH:17]\[C:14]1[NH:13][C:12]([CH3:40])=[C:11]([C:9]([N:41]2[CH2:46][CH2:45][CH:44]([OH:47])[CH2:43][CH2:42]2)=[O:8])[C:15]=1[CH3:16])(=[O:29])=[O:28]. (2) Given the reactants CC1C=CC(S(O)(=O)=O)=CC=1.[C:12]([C:16]1[CH:17]=[C:18]([C:26]2[CH:34]=[C:33]([CH3:35])[CH:32]=[C:31]3[C:27]=2[CH2:28][CH:29]([CH3:38])[CH:30]3OC)[CH:19]=[C:20]([C:22]([CH3:25])([CH3:24])[CH3:23])[CH:21]=1)([CH3:15])([CH3:14])[CH3:13], predict the reaction product. The product is: [C:12]([C:16]1[CH:17]=[C:18]([C:26]2[CH:34]=[C:33]([CH3:35])[CH:32]=[C:31]3[C:27]=2[CH2:28][C:29]([CH3:38])=[CH:30]3)[CH:19]=[C:20]([C:22]([CH3:25])([CH3:24])[CH3:23])[CH:21]=1)([CH3:13])([CH3:14])[CH3:15]. (3) Given the reactants [C:1]([CH2:3][C:4]1[C:12]2[C:7](=[CH:8][CH:9]=[CH:10][C:11]=2[N+:13]([O-])=O)[N:6]([CH2:16][C:17]([O:19][C:20]([CH3:23])([CH3:22])[CH3:21])=[O:18])[CH:5]=1)#[N:2], predict the reaction product. The product is: [NH2:13][C:11]1[CH:10]=[CH:9][CH:8]=[C:7]2[C:12]=1[C:4]([CH2:3][C:1]#[N:2])=[CH:5][N:6]2[CH2:16][C:17]([O:19][C:20]([CH3:21])([CH3:22])[CH3:23])=[O:18]. (4) Given the reactants [OH:1][CH2:2][C:3]1[CH:8]=[CH:7][C:6]([CH:9]([C:19]([NH:21][C:22]2[CH:23]=[C:24]3[C:29](=[CH:30][CH:31]=2)[CH:28]=[N:27][CH:26]=[CH:25]3)=[O:20])[CH2:10][NH:11]C(=O)OC(C)(C)C)=[CH:5][CH:4]=1.[ClH:32].N, predict the reaction product. The product is: [ClH:32].[ClH:32].[NH2:11][CH2:10][CH:9]([C:6]1[CH:7]=[CH:8][C:3]([CH2:2][OH:1])=[CH:4][CH:5]=1)[C:19]([NH:21][C:22]1[CH:23]=[C:24]2[C:29](=[CH:30][CH:31]=1)[CH:28]=[N:27][CH:26]=[CH:25]2)=[O:20]. (5) Given the reactants [C:1]([O:5][C:6]([N:8]([CH3:14])[C@@H:9]([CH3:13])[C:10]([OH:12])=O)=[O:7])([CH3:4])([CH3:3])[CH3:2].CN(C(ON1N=NC2C=CC=NC1=2)=[N+](C)C)C.F[P-](F)(F)(F)(F)F.Cl.[CH2:40]([O:42][C:43]([C@@H:45]1[CH2:53][C:52]2[C:47](=[CH:48][CH:49]=[CH:50][CH:51]=2)[N:46]1[C:54](=[O:63])[C@@H:55]([NH2:62])[C:56]1[CH:61]=[CH:60][CH:59]=[CH:58][CH:57]=1)=[O:44])[CH3:41].C(N(C(C)C)CC)(C)C, predict the reaction product. The product is: [CH2:40]([O:42][C:43]([C@@H:45]1[CH2:53][C:52]2[C:47](=[CH:48][CH:49]=[CH:50][CH:51]=2)[N:46]1[C:54](=[O:63])[C@@H:55]([NH:62][C:10](=[O:12])[C@@H:9]([N:8]([C:6]([O:5][C:1]([CH3:2])([CH3:3])[CH3:4])=[O:7])[CH3:14])[CH3:13])[C:56]1[CH:61]=[CH:60][CH:59]=[CH:58][CH:57]=1)=[O:44])[CH3:41]. (6) Given the reactants C(OC([N:8]1[CH2:13][CH2:12][CH:11]([C:14]2[CH:19]=[CH:18][C:17]([NH:20][C:21]3[N:26]=[C:25]([C:27]4[CH:32]=[CH:31][C:30]([O:33][C@H:34]5[CH2:39][CH2:38][N:37]([CH:40]=[O:41])[CH2:36][C:35]5([F:43])[F:42])=[C:29]([C:44]#[N:45])[CH:28]=4)[N:24]=[CH:23][N:22]=3)=[CH:16][C:15]=2[CH3:46])[CH2:10][CH2:9]1)=O)(C)(C)C.[F:42][C:35]1([F:43])[C@@H:34]([O:33][C:30]2[CH:31]=[CH:32][C:27]([C:25]3[N:26]=[C:21]([NH:20][C:17]4[CH:18]=[CH:19][C:14]([CH:11]5[CH2:10][CH2:9][NH:8][CH2:13][CH2:12]5)=[C:15]([CH3:46])[CH:16]=4)[N:22]=[CH:23][N:24]=3)=[CH:28][C:29]=2[C:44]#[N:45])[CH2:39][CH2:38][N:37]([CH:40]=[O:41])[CH2:36]1.FC(F)(F)C(O)=O, predict the reaction product. The product is: [F:43][C:35]1([F:42])[C@@H:34]([O:33][C:30]2[CH:31]=[CH:32][C:27]([C:25]3[N:26]=[C:21]([NH:20][C:17]4[CH:18]=[CH:19][C:14]([CH:11]5[CH2:12][CH2:13][NH:8][CH2:9][CH2:10]5)=[C:15]([CH3:46])[CH:16]=4)[N:22]=[CH:23][N:24]=3)=[CH:28][C:29]=2[C:44]#[N:45])[CH2:39][CH2:38][N:37]([CH:40]=[O:41])[CH2:36]1.